From a dataset of Full USPTO retrosynthesis dataset with 1.9M reactions from patents (1976-2016). Predict the reactants needed to synthesize the given product. (1) Given the product [CH:1]([N:14]1[CH2:17][CH:16]([C:18]2[CH:25]=[CH:44][CH:21]=[C:20]([B:26]3[O:30][C:29]([CH3:32])([CH3:31])[C:28]([CH3:34])([CH3:33])[O:27]3)[C:19]=2[CH2:23][CH3:24])[CH2:15]1)([C:8]1[CH:13]=[CH:12][CH:11]=[CH:10][CH:9]=1)[C:2]1[CH:7]=[CH:6][CH:5]=[CH:4][CH:3]=1, predict the reactants needed to synthesize it. The reactants are: [CH:1]([N:14]1[CH2:17][CH:16]([C:18](=[CH2:25])[C:19]([CH2:23][CH3:24])=[C:20](Br)[CH3:21])[CH2:15]1)([C:8]1[CH:13]=[CH:12][CH:11]=[CH:10][CH:9]=1)[C:2]1[CH:7]=[CH:6][CH:5]=[CH:4][CH:3]=1.[B:26]1([B:26]2[O:30][C:29]([CH3:32])([CH3:31])[C:28]([CH3:34])([CH3:33])[O:27]2)[O:30][C:29]([CH3:32])([CH3:31])[C:28]([CH3:34])([CH3:33])[O:27]1.[C:44]([O-])(=O)C.[K+]. (2) Given the product [F:1][C:2]1[C:7]([N:8]2[CH2:13][CH2:12][O:11][CH2:10][CH2:9]2)=[N:6][C:5]([NH:14][C:15]2[C:16](=[O:21])[NH:17][CH:18]=[CH:19][CH:20]=2)=[N:4][C:3]=1[NH:23][C@@H:24]1[CH2:29][CH2:28][CH2:27][NH:26][CH2:25]1, predict the reactants needed to synthesize it. The reactants are: [F:1][C:2]1[C:3]([NH:23][C@@H:24]2[CH2:29][CH2:28][CH2:27][N:26](C(OC(C)(C)C)=O)[CH2:25]2)=[N:4][C:5]([NH:14][C:15]2[C:16]([O:21]C)=[N:17][CH:18]=[CH:19][CH:20]=2)=[N:6][C:7]=1[N:8]1[CH2:13][CH2:12][O:11][CH2:10][CH2:9]1.Cl.